From a dataset of Catalyst prediction with 721,799 reactions and 888 catalyst types from USPTO. Predict which catalyst facilitates the given reaction. Reactant: [CH2:1]([O:8][C:9]([C:11]1[CH:16]([C:17]2[CH:22]=[CH:21][C:20]([F:23])=[CH:19][C:18]=2[F:24])[NH:15][C:14]([O:25][CH3:26])=[N:13][C:12]=1[CH2:27][CH3:28])=[O:10])[C:2]1[CH:7]=[CH:6][CH:5]=[CH:4][CH:3]=1.Cl[C:30]([O:32][C:33]1[CH:38]=[CH:37][C:36]([N+:39]([O-:41])=[O:40])=[CH:35][CH:34]=1)=[O:31]. Product: [CH2:1]([O:8][C:9]([C:11]1[CH:16]([C:17]2[CH:22]=[CH:21][C:20]([F:23])=[CH:19][C:18]=2[F:24])[N:15]([C:30]([O:32][C:33]2[CH:34]=[CH:35][C:36]([N+:39]([O-:41])=[O:40])=[CH:37][CH:38]=2)=[O:31])[C:14]([O:25][CH3:26])=[N:13][C:12]=1[CH2:27][CH3:28])=[O:10])[C:2]1[CH:7]=[CH:6][CH:5]=[CH:4][CH:3]=1. The catalyst class is: 79.